This data is from Forward reaction prediction with 1.9M reactions from USPTO patents (1976-2016). The task is: Predict the product of the given reaction. The product is: [ClH:50].[CH3:22][C:23]1[C:27]([CH2:28][N:4]2[CH2:5][CH2:6][N:1]([C:7]3[C:12]([C:13]4[CH:14]=[CH:15][C:16]([C:19](=[O:21])[CH3:20])=[CH:17][CH:18]=4)=[N:11][CH:10]=[CH:9][N:8]=3)[CH2:2][CH2:3]2)=[CH:26][N:25]([C:30]2[CH:35]=[CH:34][CH:33]=[CH:32][CH:31]=2)[N:24]=1. Given the reactants [N:1]1([C:7]2[C:12]([C:13]3[CH:18]=[CH:17][C:16]([C:19](=[O:21])[CH3:20])=[CH:15][CH:14]=3)=[N:11][CH:10]=[CH:9][N:8]=2)[CH2:6][CH2:5][NH:4][CH2:3][CH2:2]1.[CH3:22][C:23]1[C:27]([CH:28]=O)=[CH:26][N:25]([C:30]2[CH:35]=[CH:34][CH:33]=[CH:32][CH:31]=2)[N:24]=1.C(O[BH-](OC(=O)C)OC(=O)C)(=O)C.[Na+].[Cl:50]CCCl, predict the reaction product.